This data is from Peptide-MHC class I binding affinity with 185,985 pairs from IEDB/IMGT. The task is: Regression. Given a peptide amino acid sequence and an MHC pseudo amino acid sequence, predict their binding affinity value. This is MHC class I binding data. (1) The binding affinity (normalized) is 0.0847. The MHC is HLA-A69:01 with pseudo-sequence HLA-A69:01. The peptide sequence is YRATYSMAL. (2) The peptide sequence is CDKHYWDAI. The MHC is H-2-Kk with pseudo-sequence H-2-Kk. The binding affinity (normalized) is 0.333. (3) The peptide sequence is ELIKELPGY. The MHC is HLA-A26:01 with pseudo-sequence HLA-A26:01. The binding affinity (normalized) is 1.00. (4) The peptide sequence is AFYTTGEI. The MHC is H-2-Db with pseudo-sequence H-2-Db. The binding affinity (normalized) is 0.